Dataset: Full USPTO retrosynthesis dataset with 1.9M reactions from patents (1976-2016). Task: Predict the reactants needed to synthesize the given product. (1) Given the product [C:9]([C:11]1[CH:16]=[CH:15][CH:14]=[CH:13][C:12]=1/[CH:17]=[CH:18]/[C:19]([NH:21][CH2:22][CH2:23][N:24]1[CH:28]=[CH:27][N:26]=[CH:25]1)=[O:20])([OH:10])=[O:8], predict the reactants needed to synthesize it. The reactants are: [OH-].[Na+].C(O)C.C([O:8][C:9]([C:11]1[CH:16]=[CH:15][CH:14]=[CH:13][C:12]=1/[CH:17]=[CH:18]/[C:19]([NH:21][CH2:22][CH2:23][N:24]1[CH:28]=[CH:27][N:26]=[CH:25]1)=[O:20])=[O:10])C. (2) Given the product [C:1]([O:5][C:6](=[O:26])[NH:7][C:8]12[CH2:15][CH:14]3[CH2:16][C:10]([CH2:17][OH:18])([CH2:11][CH:12]1[CH2:13]3)[CH2:9]2)([CH3:4])([CH3:2])[CH3:3], predict the reactants needed to synthesize it. The reactants are: [C:1]([O:5][C:6](=[O:26])[NH:7][C:8]12[CH2:15][CH:14]3[CH2:16][C:10]([CH2:17][O:18]CC4C=CC=CC=4)([CH2:11][CH:12]1[CH2:13]3)[CH2:9]2)([CH3:4])([CH3:3])[CH3:2]. (3) Given the product [C:10]([C:9]1([C:5]2[CH:4]=[N:3][CH:8]=[CH:7][CH:6]=2)[CH2:24][CH2:23][N:15]([C:16]([O:17][C:18]([CH3:20])([CH3:19])[CH3:21])=[O:22])[CH2:14][CH2:13]1)#[N:11], predict the reactants needed to synthesize it. The reactants are: [H-].[Na+].[N:3]1[CH:8]=[CH:7][CH:6]=[C:5]([CH2:9][C:10]#[N:11])[CH:4]=1.Cl[CH2:13][CH2:14][N:15]([CH2:23][CH2:24]Cl)[C:16](=[O:22])[O:17][C:18]([CH3:21])([CH3:20])[CH3:19]. (4) Given the product [OH:8][C:9]1[C:13]([CH:14]=[O:15])=[CH:12][N:11]([C:16]2[CH:17]=[CH:18][CH:19]=[CH:20][CH:21]=2)[N:10]=1, predict the reactants needed to synthesize it. The reactants are: C([O:8][C:9]1[C:13]([CH:14]=[O:15])=[CH:12][N:11]([C:16]2[CH:21]=[CH:20][CH:19]=[CH:18][CH:17]=2)[N:10]=1)C1C=CC=CC=1.